From a dataset of Catalyst prediction with 721,799 reactions and 888 catalyst types from USPTO. Predict which catalyst facilitates the given reaction. (1) Reactant: [CH3:1][C:2]([C:9]1[NH:10][C:11]2[C:16]([CH:17]=1)=[CH:15][C:14]([N+:18]([O-:20])=[O:19])=[CH:13][CH:12]=2)([CH3:8])[C:3]([O:5]CC)=[O:4].Cl. Product: [CH3:8][C:2]([C:9]1[NH:10][C:11]2[C:16]([CH:17]=1)=[CH:15][C:14]([N+:18]([O-:20])=[O:19])=[CH:13][CH:12]=2)([CH3:1])[C:3]([OH:5])=[O:4]. The catalyst class is: 20. (2) Reactant: BrC1C=C2C(=CC=1)C(=O)OC2=O.[CH:13]([NH2:15])=[O:14].[Br:16][C:17]1[CH:27]=[C:21]2C([NH:24][C:25](=[O:26])[C:20]2=[CH:19][CH:18]=1)=O.[OH-].[K+:29]. Product: [Br:16][C:17]1[CH:27]=[C:21]([C:13](=[NH:15])[O-:14])[C:20]([C:25](=[NH:24])[O-:26])=[CH:19][CH:18]=1.[K+:29].[K+:29]. The catalyst class is: 8. (3) Reactant: [O:1]1[CH2:6][CH2:5][CH2:4][CH2:3][CH:2]1[O:7][NH:8][C:9](=[O:34])[CH2:10][C@@:11]1([C:28]2[S:29][C:30](Br)=[CH:31][CH:32]=2)[S:17](=[O:19])(=[O:18])[CH2:16][CH2:15][N:14]([C:20](=[O:27])[C:21]2[CH:26]=[CH:25][CH:24]=[CH:23][CH:22]=2)[CH2:13][CH2:12]1.[C:35](=[O:38])([O-])[O-].[Na+].[Na+]. Product: [O:1]1[CH2:6][CH2:5][CH2:4][CH2:3][CH:2]1[O:7][NH:8][C:9](=[O:34])[CH2:10][C@@:11]1([C:28]2[S:29][C:30]([C:21]3[CH:26]=[CH:25][C:24]([C:35]4[O:38][CH:15]=[N:14][CH:13]=4)=[CH:23][CH:22]=3)=[CH:31][CH:32]=2)[S:17](=[O:19])(=[O:18])[CH2:16][CH2:15][N:14]([C:20](=[O:27])[C:21]2[CH:26]=[CH:25][CH:24]=[CH:23][CH:22]=2)[CH2:13][CH2:12]1. The catalyst class is: 73. (4) Reactant: Cl[C:2]1[CH:7]=[C:6]([C:8]2[CH:13]=[CH:12][N:11]=[C:10]([Cl:14])[CH:9]=2)[N:5]=[C:4]([S:15][CH3:16])[N:3]=1.CC#N.[NH2:20][CH2:21][CH2:22][OH:23].C([O-])([O-])=O.[K+].[K+]. The catalyst class is: 13. Product: [Cl:14][C:10]1[CH:9]=[C:8]([C:6]2[N:5]=[C:4]([S:15][CH3:16])[N:3]=[C:2]([NH:20][CH2:21][CH2:22][OH:23])[CH:7]=2)[CH:13]=[CH:12][N:11]=1. (5) Reactant: [Cl:1][C:2]1[CH:7]=[CH:6][C:5]([N+:8]([O-])=O)=[CH:4][C:3]=1[C:11]1[NH:12][C:13]([C:16]2[CH:21]=[CH:20][CH:19]=[CH:18][CH:17]=2)=[CH:14][N:15]=1. Product: [Cl:1][C:2]1[CH:7]=[CH:6][C:5]([NH2:8])=[CH:4][C:3]=1[C:11]1[NH:12][C:13]([C:16]2[CH:21]=[CH:20][CH:19]=[CH:18][CH:17]=2)=[CH:14][N:15]=1. The catalyst class is: 14. (6) Reactant: [ClH:1].[F:2][C:3]([F:21])([F:20])[C:4]1[CH:5]=[C:6]([C:14]2[CH2:15][CH2:16][NH:17][CH2:18][CH:19]=2)[CH:7]=[C:8]([C:10]([F:13])([F:12])[F:11])[CH:9]=1.C([O-])=O.[NH4+]. Product: [ClH:1].[F:21][C:3]([F:2])([F:20])[C:4]1[CH:5]=[C:6]([CH:14]2[CH2:19][CH2:18][NH:17][CH2:16][CH2:15]2)[CH:7]=[C:8]([C:10]([F:12])([F:13])[F:11])[CH:9]=1. The catalyst class is: 19.